Dataset: Reaction yield outcomes from USPTO patents with 853,638 reactions. Task: Predict the reaction yield, written as a fraction of the theoretical maximum amount of product (1.0 means a 100% yield; for example, 0.34 means a 34% yield). (1) The reactants are C(N(CC)CC)C.Cl.[O:9]=[C:10]1[CH:15]([N:16]2[C:24](=[O:25])[C:23]3[C:18](=[CH:19][CH:20]=[CH:21][C:22]=3[CH2:26][NH:27][CH3:28])[C:17]2=[O:29])CCC(=O)[NH:11]1.[C:31](Cl)(=[O:34])[CH2:32][CH3:33].[CH2:36]1C[O:39][CH2:38][CH2:37]1. No catalyst specified. The product is [O:9]=[C:10]1[CH:15]([N:16]2[C:24](=[O:25])[C:23]3[C:18](=[CH:19][CH:20]=[CH:21][C:22]=3[CH2:26][N:27]([CH3:28])[C:38](=[O:39])[CH2:37][CH3:36])[C:17]2=[O:29])[CH2:33][CH2:32][C:31](=[O:34])[NH:11]1. The yield is 0.360. (2) The reactants are [N:1]1([CH2:6][CH2:7][O:8][C:9]2[CH:18]=[C:17]3[C:12]([C:13](=O)[NH:14][CH:15]=[N:16]3)=[CH:11][C:10]=2[O:20][CH3:21])[CH:5]=[CH:4][N:3]=[CH:2]1.S(Cl)([Cl:24])=O.[H-].[Na+].[Br:28][C:29]1[CH:37]=[C:36]2[C:32]([CH2:33][C:34](=[O:38])[NH:35]2)=[CH:31][CH:30]=1.[Cl:39]C1C2C(=CC=CC=2)N=CN=1. The catalyst is CN(C)C=O. The product is [ClH:24].[ClH:39].[Br:28][C:29]1[CH:37]=[C:36]2[C:32]([CH:33]([C:13]3[C:12]4[C:17](=[CH:18][C:9]([O:8][CH2:7][CH2:6][N:1]5[CH:5]=[CH:4][N:3]=[CH:2]5)=[C:10]([O:20][CH3:21])[CH:11]=4)[N:16]=[CH:15][N:14]=3)[C:34](=[O:38])[NH:35]2)=[CH:31][CH:30]=1. The yield is 0.460. (3) The product is [Cl:40][C:12]1[CH:11]=[C:10]([CH:15]=[CH:14][C:13]=1[C:16]1[CH:21]=[CH:20][C:19]([NH:22][C:23]([C:25]2[N:26]=[C:27]([C:34]3[CH:35]=[CH:36][CH:37]=[CH:38][CH:39]=3)[O:28][C:29]=2[C:30]([F:31])([F:33])[F:32])=[O:24])=[CH:18][N:17]=1)[C:9]([NH:8][CH:4]([CH:5]([CH3:6])[CH3:7])[C:3]([OH:42])=[O:2])=[O:41]. The reactants are C[O:2][C:3](=[O:42])[C@@H:4]([NH:8][C:9](=[O:41])[C:10]1[CH:15]=[CH:14][C:13]([C:16]2[CH:21]=[CH:20][C:19]([NH:22][C:23]([C:25]3[N:26]=[C:27]([C:34]4[CH:39]=[CH:38][CH:37]=[CH:36][CH:35]=4)[O:28][C:29]=3[C:30]([F:33])([F:32])[F:31])=[O:24])=[CH:18][N:17]=2)=[C:12]([Cl:40])[CH:11]=1)[CH:5]([CH3:7])[CH3:6].CO.O.O.[OH-].[Li+]. The catalyst is O1CCCC1. The yield is 0.930.